Predict which catalyst facilitates the given reaction. From a dataset of Catalyst prediction with 721,799 reactions and 888 catalyst types from USPTO. (1) The catalyst class is: 11. Reactant: COC1C=CC(P2(SP(C3C=CC(OC)=CC=3)(=S)S2)=[S:10])=CC=1.[F:23][C:24]1[CH:35]=[CH:34][C:27]([CH2:28][N:29]([CH3:33])[C:30](=O)[CH3:31])=[CH:26][CH:25]=1. Product: [F:23][C:24]1[CH:35]=[CH:34][C:27]([CH2:28][N:29]([CH3:33])[C:30](=[S:10])[CH3:31])=[CH:26][CH:25]=1. (2) Reactant: Cl.[Cl:2][C:3]1[CH:15]=[CH:14][C:6]([O:7][CH:8]2[CH2:13][CH2:12][NH:11][CH2:10][CH2:9]2)=[CH:5][CH:4]=1.[C:16]([O:20][C:21]([NH:23][CH2:24][C:25]1[CH:30]=[CH:29][N:28]=[C:27]([C:31](O)=[O:32])[CH:26]=1)=[O:22])([CH3:19])([CH3:18])[CH3:17].C(N(CC)C(C)C)(C)C.CN(C(ON1N=NC2C=CC=CC1=2)=[N+](C)C)C.F[P-](F)(F)(F)(F)F. Product: [Cl:2][C:3]1[CH:15]=[CH:14][C:6]([O:7][CH:8]2[CH2:9][CH2:10][N:11]([C:31]([C:27]3[CH:26]=[C:25]([CH2:24][NH:23][C:21](=[O:22])[O:20][C:16]([CH3:18])([CH3:17])[CH3:19])[CH:30]=[CH:29][N:28]=3)=[O:32])[CH2:12][CH2:13]2)=[CH:5][CH:4]=1. The catalyst class is: 35. (3) Reactant: [CH3:1][O:2][C:3](=[O:22])[C:4]1[CH:9]=[CH:8][C:7]([C:10]([F:13])([F:12])[F:11])=[C:6]([O:14]CC2C=CC=CC=2)[CH:5]=1. Product: [CH3:1][O:2][C:3](=[O:22])[C:4]1[CH:9]=[CH:8][C:7]([C:10]([F:13])([F:12])[F:11])=[C:6]([OH:14])[CH:5]=1. The catalyst class is: 43. (4) Reactant: [CH3:1][C:2]1[O:8][CH:7]=[CH:6][C:4](=[O:5])[C:3]=1[OH:9].[OH-].[Na+].[CH2:12](Cl)[C:13]1[CH:18]=[CH:17][CH:16]=[CH:15][CH:14]=1. Product: [CH3:1][C:2]1[O:8][CH:7]=[CH:6][C:4](=[O:5])[C:3]=1[O:9][CH2:12][C:13]1[CH:18]=[CH:17][CH:16]=[CH:15][CH:14]=1. The catalyst class is: 24.